This data is from HIV replication inhibition screening data with 41,000+ compounds from the AIDS Antiviral Screen. The task is: Binary Classification. Given a drug SMILES string, predict its activity (active/inactive) in a high-throughput screening assay against a specified biological target. (1) The drug is CNC(=O)SC1=Nc2cc(Cl)ccc2S(=O)(O)=N1. The result is 1 (active). (2) The compound is Cl.c1ccc(CCn2cncn2)cc1. The result is 0 (inactive). (3) The compound is Cc1cc2c(=O)cc(-c3ccc(C(=O)O)cc3)oc2c(C(N)=O)c1C. The result is 0 (inactive). (4) The drug is N#CCCN(c1ccc(C=Nc2nc(-c3ccccc3)cs2)cc1)S(=O)(=O)c1ccccc1. The result is 0 (inactive). (5) The drug is CC(=O)OCCn1c(Cc2ccc(Cl)cc2)nn(C(C)=O)c1=O. The result is 0 (inactive).